From a dataset of Peptide-MHC class I binding affinity with 185,985 pairs from IEDB/IMGT. Regression. Given a peptide amino acid sequence and an MHC pseudo amino acid sequence, predict their binding affinity value. This is MHC class I binding data. The peptide sequence is MYTRNLLWL. The MHC is HLA-C04:01 with pseudo-sequence HLA-C04:01. The binding affinity (normalized) is 0.0847.